From a dataset of Full USPTO retrosynthesis dataset with 1.9M reactions from patents (1976-2016). Predict the reactants needed to synthesize the given product. Given the product [C:11]([O:15][C:16](=[O:21])[NH:17][CH2:18][CH2:19][NH:20][CH2:4][C:3]1[CH:6]=[CH:7][C:8]([F:10])=[CH:9][C:2]=1[Cl:1])([CH3:14])([CH3:12])[CH3:13], predict the reactants needed to synthesize it. The reactants are: [Cl:1][C:2]1[CH:9]=[C:8]([F:10])[CH:7]=[CH:6][C:3]=1[CH:4]=O.[C:11]([O:15][C:16](=[O:21])[NH:17][CH2:18][CH2:19][NH2:20])([CH3:14])([CH3:13])[CH3:12].[BH4-].[Na+].